Predict the product of the given reaction. From a dataset of Forward reaction prediction with 1.9M reactions from USPTO patents (1976-2016). (1) The product is: [CH3:13][O:14][C:15]1[CH:22]=[CH:21][C:20]([O:23][CH3:24])=[CH:19][C:16]=1/[CH:17]=[C:6]1/[C:2](=[O:1])[N:3]([CH2:8][CH2:9][C:10]([OH:12])=[O:11])[C:4](=[S:7])[S:5]/1. Given the reactants [O:1]=[C:2]1[CH2:6][S:5][C:4](=[S:7])[N:3]1[CH2:8][CH2:9][C:10]([OH:12])=[O:11].[CH3:13][O:14][C:15]1[CH:22]=[CH:21][C:20]([O:23][CH3:24])=[CH:19][C:16]=1[CH:17]=O.N1CCCCC1, predict the reaction product. (2) Given the reactants F[C:2]1[CH:7]=[CH:6][C:5]([CH3:8])=[C:4]([N+:9]([O-:11])=[O:10])[CH:3]=1.[F:12][C:13]1[CH:18]=[CH:17][CH:16]=[CH:15][C:14]=1[OH:19].C(=O)([O-])[O-].[K+].[K+].O, predict the reaction product. The product is: [F:12][C:13]1[CH:18]=[CH:17][CH:16]=[CH:15][C:14]=1[O:19][C:2]1[CH:7]=[CH:6][C:5]([CH3:8])=[C:4]([N+:9]([O-:11])=[O:10])[CH:3]=1. (3) Given the reactants FC(F)(F)S(O[C:7]1[C:16]2[C:11](=[N:12][CH:13]=[CH:14][CH:15]=2)[N:10]([O:17][CH2:18][C:19]2[CH:24]=[CH:23][CH:22]=[CH:21][CH:20]=2)[C:9](=[O:25])[CH:8]=1)(=O)=O.[CH:28]([C:30]1[CH:31]=[C:32](B(O)O)[CH:33]=[CH:34][CH:35]=1)=[O:29].C(=O)([O-])[O-].[Na+].[Na+], predict the reaction product. The product is: [CH2:18]([O:17][N:10]1[C:11]2[C:16](=[CH:15][CH:14]=[CH:13][N:12]=2)[C:7]([C:34]2[CH:35]=[C:30]([CH:31]=[CH:32][CH:33]=2)[CH:28]=[O:29])=[CH:8][C:9]1=[O:25])[C:19]1[CH:24]=[CH:23][CH:22]=[CH:21][CH:20]=1.